The task is: Predict the reactants needed to synthesize the given product.. This data is from Full USPTO retrosynthesis dataset with 1.9M reactions from patents (1976-2016). (1) Given the product [CH2:1]([O:8][C:9]1[C:18]([O:19][CH3:33])=[C:17]2[C:12]([C:13](=[O:30])[C:14]([C:23]3[CH:28]=[CH:27][C:26]([Cl:29])=[CH:25][CH:24]=3)=[C:15]([CH:20]([CH3:22])[CH3:21])[O:16]2)=[CH:11][CH:10]=1)[C:2]1[CH:7]=[CH:6][CH:5]=[CH:4][CH:3]=1, predict the reactants needed to synthesize it. The reactants are: [CH2:1]([O:8][C:9]1[C:18]([OH:19])=[C:17]2[C:12]([C:13](=[O:30])[C:14]([C:23]3[CH:28]=[CH:27][C:26]([Cl:29])=[CH:25][CH:24]=3)=[C:15]([CH:20]([CH3:22])[CH3:21])[O:16]2)=[CH:11][CH:10]=1)[C:2]1[CH:7]=[CH:6][CH:5]=[CH:4][CH:3]=1.IC.[C:33]([O-])([O-])=O.[K+].[K+]. (2) Given the product [CH2:19]([N:26]1[CH2:31][CH2:30][C:29]2([O:1][C:2]3[C:3](=[N:4][N:5]([CH2:7][C:8]4[CH:9]=[CH:10][C:11]([O:14][CH3:15])=[CH:12][CH:13]=4)[CH:6]=3)[C:16](=[O:18])[CH2:17]2)[CH2:28][CH2:27]1)[C:20]1[CH:25]=[CH:24][CH:23]=[CH:22][CH:21]=1, predict the reactants needed to synthesize it. The reactants are: [OH:1][C:2]1[C:3]([C:16](=[O:18])[CH3:17])=[N:4][N:5]([CH2:7][C:8]2[CH:13]=[CH:12][C:11]([O:14][CH3:15])=[CH:10][CH:9]=2)[CH:6]=1.[CH2:19]([N:26]1[CH2:31][CH2:30][C:29](=O)[CH2:28][CH2:27]1)[C:20]1[CH:25]=[CH:24][CH:23]=[CH:22][CH:21]=1.N1CCCC1. (3) Given the product [Cl:1][C:2]1[N:7]=[CH:6][C:5]([CH2:8][CH:9]([N:12]2[CH2:17][CH2:16][O:15][CH2:14][CH2:13]2)[CH3:10])=[CH:4][CH:3]=1, predict the reactants needed to synthesize it. The reactants are: [Cl:1][C:2]1[N:7]=[CH:6][C:5]([CH2:8][C:9](=O)[CH3:10])=[CH:4][CH:3]=1.[NH:12]1[CH2:17][CH2:16][O:15][CH2:14][CH2:13]1. (4) Given the product [CH3:1][C:2]1[CH:35]=[C:5]2[N:6]([CH:29]3[CH2:30][CH2:31][O:32][CH2:33][CH2:34]3)[C:7](=[O:28])[C:8]([CH2:13][C:14]3[CH:15]=[CH:16][C:17]([C:20]4[CH:25]=[CH:24][CH:23]=[CH:22][C:21]=4[C:26]4[NH:48][N:47]=[N:46][N:27]=4)=[CH:18][CH:19]=3)=[C:9]([CH2:10][CH2:11][CH3:12])[N:4]2[N:3]=1, predict the reactants needed to synthesize it. The reactants are: [CH3:1][C:2]1[CH:35]=[C:5]2[N:6]([CH:29]3[CH2:34][CH2:33][O:32][CH2:31][CH2:30]3)[C:7](=[O:28])[C:8]([CH2:13][C:14]3[CH:19]=[CH:18][C:17]([C:20]4[C:21]([C:26]#[N:27])=[CH:22][CH:23]=[CH:24][CH:25]=4)=[CH:16][CH:15]=3)=[C:9]([CH2:10][CH2:11][CH3:12])[N:4]2[N:3]=1.C([Sn](=O)CCCC)CCC.[N:46]([Si](C)(C)C)=[N+:47]=[N-:48].C1(C)C=CC=CC=1. (5) Given the product [NH2:17][CH:6]([C:1]1[S:5][CH:4]=[CH:3][CH:2]=1)[CH2:8][C:9]([O:11][CH3:12])=[O:10], predict the reactants needed to synthesize it. The reactants are: [C:1]1([C:6]([CH2:8][C:9]([O:11][CH3:12])=[O:10])=O)[S:5][CH:4]=[CH:3][CH:2]=1.C([O-])(=O)C.[NH4+:17]. (6) Given the product [F:20][C:12]([F:21])([C:13]1[CH:18]=[CH:17][C:16]([F:19])=[CH:15][N:14]=1)[C:8]1[N:7]=[C:6]([OH:37])[C:5]2[C:10](=[CH:11][C:2]([S:25]([CH3:24])(=[O:27])=[O:26])=[CH:3][CH:4]=2)[N:9]=1, predict the reactants needed to synthesize it. The reactants are: Br[C:2]1[CH:11]=[C:10]2[C:5]([C:6](SC)=[N:7][C:8]([C:12]([F:21])([F:20])[C:13]3[CH:18]=[CH:17][C:16]([F:19])=[CH:15][N:14]=3)=[N:9]2)=[CH:4][CH:3]=1.[CH3:24][S:25]([O-:27])=[O:26].[Na+].CN(C)CCN.CS(C)=[O:37]. (7) Given the product [CH3:1][O:2][C:3](=[O:21])[CH2:4][C:5]1[CH:14]=[C:13]2[C:8]([CH2:9][CH2:10][NH:11][CH2:12]2)=[CH:7][CH:6]=1, predict the reactants needed to synthesize it. The reactants are: [CH3:1][O:2][C:3](=[O:21])[CH2:4][C:5]1[CH:14]=[C:13]2[C:8]([CH2:9][CH2:10][N:11](C(=O)C(F)(F)F)[CH2:12]2)=[CH:7][CH:6]=1.[BH4-].[Na+]. (8) Given the product [NH2:1][C:2]1[N:3]([CH3:22])[C:4](=[O:21])[C@:5]2([N:20]=1)[C:14]1[CH:13]=[C:12]([C:26]3[CH:27]=[C:28]([F:30])[CH:29]=[C:24]([Cl:23])[CH:25]=3)[CH:11]=[CH:10][C:9]=1[O:8][C@H:7]1[CH2:16][CH2:17][CH2:18][O:19][C@:6]21[CH3:35], predict the reactants needed to synthesize it. The reactants are: [NH2:1][C:2]1[N:3]([CH3:22])[C:4](=[O:21])[C@:5]2([N:20]=1)[C:14]1[CH:13]=[C:12](Br)[CH:11]=[CH:10][C:9]=1[O:8][C@H:7]1[CH2:16][CH2:17][CH2:18][O:19][C@H:6]21.[Cl:23][C:24]1[CH:25]=[C:26](B(O)O)[CH:27]=[C:28]([F:30])[CH:29]=1.F[C:35]1C(B(O)O)=CC=CN=1. (9) The reactants are: [Cl:1][C:2]1[CH:18]=[CH:17][C:5]2[S:6][C:7]([C:10]3[CH:15]=[CH:14][N:13]=[C:12](N)[N:11]=3)=[C:8]([CH3:9])[C:4]=2[CH:3]=1.ClC1C=C(Cl)N=C[N:21]=1.ClC1N=C(Cl)C=CN=1. Given the product [Cl:1][C:2]1[CH:18]=[CH:17][C:5]2[S:6][C:7]([C:10]3[N:11]=[CH:12][N:13]=[C:14]([NH2:21])[CH:15]=3)=[C:8]([CH3:9])[C:4]=2[CH:3]=1, predict the reactants needed to synthesize it. (10) Given the product [CH3:17][C:4]12[CH2:5][N:6]([CH2:11][C:12]([O:14][CH2:15][CH3:16])=[O:13])[C:7]3[C:3]1=[C:2]([CH:10]=[CH:9][CH:8]=3)[NH:1][C:19](=[O:21])[CH2:18]2, predict the reactants needed to synthesize it. The reactants are: [NH2:1][C:2]1[CH:10]=[CH:9][CH:8]=[C:7]2[C:3]=1[C:4]([CH2:18][C:19]([O:21]CC)=O)([CH3:17])[CH2:5][N:6]2[CH2:11][C:12]([O:14][CH2:15][CH3:16])=[O:13].O.C1(C)C=CC(S(O)(=O)=O)=CC=1.